Dataset: Full USPTO retrosynthesis dataset with 1.9M reactions from patents (1976-2016). Task: Predict the reactants needed to synthesize the given product. (1) Given the product [CH3:9][C:10]1([CH3:18])[O:17][C:15](=[O:16])[C:14](=[CH:7][C:4]2[CH:3]=[CH:2][N:1]=[CH:6][CH:5]=2)[C:12](=[O:13])[O:11]1, predict the reactants needed to synthesize it. The reactants are: [N:1]1[CH:6]=[CH:5][C:4]([CH:7]=O)=[CH:3][CH:2]=1.[CH3:9][C:10]1([CH3:18])[O:17][C:15](=[O:16])[CH2:14][C:12](=[O:13])[O:11]1.N1CCC[C@H]1C(O)=O. (2) Given the product [CH3:3][NH:2][CH2:10][CH2:11][CH2:12][C:13]1[N:14]=[CH:15][C:16]([C:19]([C:20]2[CH:21]=[CH:22][C:23]([OH:26])=[CH:24][CH:25]=2)=[C:34]([C:38]2[CH:43]=[CH:42][CH:41]=[CH:40][CH:39]=2)[CH2:35][CH3:36])=[CH:17][CH:18]=1, predict the reactants needed to synthesize it. The reactants are: C[N:2]([CH2:10][CH2:11][CH2:12][C:13]1[CH:18]=[CH:17][C:16]([C:19](=O)[C:20]2[CH:25]=[CH:24][C:23]([O:26]C3CCCCO3)=[CH:22][CH:21]=2)=[CH:15][N:14]=1)[C:3](=O)OC(C)(C)C.[C:34]([C:38]1[CH:43]=[CH:42][CH:41]=[CH:40][CH:39]=1)(=O)[CH2:35][CH3:36].